This data is from Catalyst prediction with 721,799 reactions and 888 catalyst types from USPTO. The task is: Predict which catalyst facilitates the given reaction. Reactant: [C:1]([S:5]([C:8]1[CH:9]=[C:10]2[C:15](=[CH:16][C:17]=1[OH:18])[N:14]=[CH:13][CH:12]=[C:11]2[Cl:19])(=[O:7])=[O:6])([CH3:4])([CH3:3])[CH3:2].C([O-])([O-])=O.[K+].[K+].Br[CH2:27][CH2:28][O:29][CH3:30]. Product: [C:1]([S:5]([C:8]1[CH:9]=[C:10]2[C:15](=[CH:16][C:17]=1[O:18][CH2:27][CH2:28][O:29][CH3:30])[N:14]=[CH:13][CH:12]=[C:11]2[Cl:19])(=[O:6])=[O:7])([CH3:4])([CH3:2])[CH3:3]. The catalyst class is: 3.